This data is from Catalyst prediction with 721,799 reactions and 888 catalyst types from USPTO. The task is: Predict which catalyst facilitates the given reaction. Reactant: [Br:1]N1C(=O)CCC1=O.CN(C)C=O.[Cl:14][C:15]1[N:20]=[N:19][C:18]([O:21][C:22]2[C:27]([CH3:28])=[CH:26][CH:25]=[CH:24][C:23]=2[CH:29]2[CH2:31][CH2:30]2)=[C:17]([OH:32])[CH:16]=1.Cl. Product: [Br:1][C:16]1[C:17]([OH:32])=[C:18]([O:21][C:22]2[C:27]([CH3:28])=[CH:26][CH:25]=[CH:24][C:23]=2[CH:29]2[CH2:31][CH2:30]2)[N:19]=[N:20][C:15]=1[Cl:14]. The catalyst class is: 6.